This data is from Human Reference Interactome with 51,813 positive PPI pairs across 8,248 proteins, plus equal number of experimentally-validated negative pairs. The task is: Binary Classification. Given two protein amino acid sequences, predict whether they physically interact or not. (1) Protein 1 (ENSG00000171858) has sequence MQNDAGEFVDLYVPRKCSASNRIIGAKDHASIQMNVAEVDKVTGRFNGQFKTYAICGAIRRMGESDDSILRLAKADGIVSKNF*MQNDAGEFVDLYVPRKCSASNRIIGAKDHASIQMNVAEVSWEPGRREGCDICAGKAGCPIVEEPLG*MQNDAGEFVDLYVPRKCSASNRIIGAKDHASIQMNVAEVDKVTGRFNGQFKTYAICGAIRRMVSVSLGFAHHFGTSWTLPCALECVMVPE*MQNDAGEFVDLYVPRKCSASNRIIGAKDHASIQMNVAEVDKVTGRFNGQFKTYAICGA.... Protein 2 (ENSG00000163746) has sequence MPAPPPPLNCPPGLEYLSQIDMILIHQQIELLEVLFSFESSNMYEIKNSFGQRIYFAAEDTNFCIRNCCGRSRPFTLRITDNVGREVITLERPLRCNCCCCPCCLQEIEIQAPPGVPVGYVTQTWHPCLTKFTIKNQKREDVLKISGPCIVCSCIAGVDFEITSLDEQIVVGRISKHWSGFLREAFTDADNFGIQFPRDLDVKMKAVMIGACFLIDYMFFERTR*MPAPPPPLNCPPGLEYLSQIDMILIHQQIELLEVIDSG*MRSWNSLFCLNSSRPPGHIVYPKHQAGHTGKQADHL.... Result: 0 (the proteins do not interact). (2) Protein 1 (ENSG00000085274) has sequence MQYSHHCEHLLERLNKQREAGFLCDCTIVIGEFQFKAHRNVLASFSEYFGAIYRSTSENNVFLDQSQVKADGFQKLLEFIYTGTLNLDSWNVKEIHQAADYLKVEEVVTKCKIKMEDFAFIANPSSTEISSITGNIELNQQTCLLTLRDYNNREKSEVSTDLIQANPKQGALAKKSSQTKKKKKAFNSPKTGQNKTVQYPSDILENASVELFLDANKLPTPVVEQVAQINDNSELELTSVVENTFPAQDIVHTVTVKRKRGKSQPNCALKEHSMSNIASVKSPYEAENSGEELDQRYSKA.... Protein 2 (ENSG00000168454) has sequence MDVDKELGMESVKAGASGKPEMRLGTQEETSEGDANESSLLVLSSNVPLLALEFLEIAQAKEKAFLPMVSHTFHMRTEESDASQEGDDLPKSSANTSHPKQDDSPKSSEETIQPKEGDIPKAPEETIQSKKEDLPKSSEKAIQPKESNIPKSSAKPIQPKLGNIPKASVKPSQPKEGDIPKAPEETIQSKKEDLPKSSEEAIQPKEGDIPKSSAKPIQPKLGNIAKTSVKPSQPKESDIPKSPEETIQPKEGDIPKSSAKPIQPKLGNIPKASVKPSQPKEGDISKSPEEAIQPKEGDLP.... Result: 0 (the proteins do not interact).